From a dataset of Full USPTO retrosynthesis dataset with 1.9M reactions from patents (1976-2016). Predict the reactants needed to synthesize the given product. (1) Given the product [CH3:1][C:2]1[O:6][N:5]=[C:4]([C:7]2[CH:8]=[CH:9][CH:10]=[CH:11][CH:12]=2)[C:3]=1[C:13]([N:16]1[CH2:20][CH2:19][CH2:18][CH:17]1[CH2:21][C:22]1[CH:23]=[N:24][CH:25]=[CH:26][CH:27]=1)=[O:15], predict the reactants needed to synthesize it. The reactants are: [CH3:1][C:2]1[O:6][N:5]=[C:4]([C:7]2[CH:12]=[CH:11][CH:10]=[CH:9][CH:8]=2)[C:3]=1[C:13]([OH:15])=O.[NH:16]1[CH2:20][CH2:19][CH2:18][CH:17]1[CH2:21][C:22]1[CH:23]=[N:24][CH:25]=[CH:26][CH:27]=1.F[B-](F)(F)F.N1(OC(N(C)C)=[N+](C)C)C2C=CC=CC=2N=N1.C(N(C(C)C)CC)(C)C. (2) The reactants are: [CH3:1][S:2]([C:5]1[N:10]=[C:9]([S:11]([CH3:14])(=[O:13])=[O:12])[C:8]([C:15]2[CH:20]=[CH:19][C:18]([Cl:21])=[CH:17][CH:16]=2)=[C:7]([C:22]2[CH:27]=[CH:26][C:25]([Cl:28])=[CH:24][C:23]=2[Cl:29])[N:6]=1)(=[O:4])=[O:3].C([Li])CCC.[CH3:35][OH:36]. Given the product [CH3:1][S:2]([C:5]1[N:10]=[C:9]([O:36][CH3:35])[C:8]([C:15]2[CH:20]=[CH:19][C:18]([Cl:21])=[CH:17][CH:16]=2)=[C:7]([C:22]2[CH:27]=[CH:26][C:25]([Cl:28])=[CH:24][C:23]=2[Cl:29])[N:6]=1)(=[O:4])=[O:3].[CH3:35][O:36][C:5]1[N:10]=[C:9]([S:11]([CH3:14])(=[O:13])=[O:12])[C:8]([C:15]2[CH:20]=[CH:19][C:18]([Cl:21])=[CH:17][CH:16]=2)=[C:7]([C:22]2[CH:27]=[CH:26][C:25]([Cl:28])=[CH:24][C:23]=2[Cl:29])[N:6]=1, predict the reactants needed to synthesize it. (3) The reactants are: [Cl:1][C:2]1[CH:7]=[CH:6][C:5]([CH:8]([N:10]2[CH2:13][CH:12]([CH:14]([C:19]3[CH:24]=[C:23]([F:25])[CH:22]=[C:21]([F:26])[CH:20]=3)C(OC)=O)[CH2:11]2)[CH3:9])=[CH:4][CH:3]=1.[CH3:27][Li].CC[O:31][CH2:32][CH3:33]. Given the product [Cl:1][C:2]1[CH:7]=[CH:6][C:5]([CH:8]([N:10]2[CH2:11][C:12](=[C:14]([C:19]3[CH:24]=[C:23]([F:25])[CH:22]=[C:21]([F:26])[CH:20]=3)[C:32]([CH3:33])([OH:31])[CH3:27])[CH2:13]2)[CH3:9])=[CH:4][CH:3]=1, predict the reactants needed to synthesize it. (4) Given the product [F:25][C:20]1[CH:21]=[CH:22][CH:23]=[CH:24][C:19]=1[C:11]1[C:10]([CH3:26])=[C:9]([NH:8][C:6]2[CH:7]=[C:2]([C:35]3[CH:40]=[CH:39][N:38]=[C:37]([NH:41][C:42](=[O:44])[CH3:43])[N:36]=3)[CH:3]=[CH:4][C:5]=2[N:27]2[CH2:32][CH2:31][O:30][CH2:29][CH2:28]2)[C:18]2[C:13](=[CH:14][CH:15]=[CH:16][CH:17]=2)[N:12]=1, predict the reactants needed to synthesize it. The reactants are: Br[C:2]1[CH:3]=[CH:4][C:5]([N:27]2[CH2:32][CH2:31][O:30][CH2:29][CH2:28]2)=[C:6]([NH:8][C:9]2[C:18]3[C:13](=[CH:14][CH:15]=[CH:16][CH:17]=3)[N:12]=[C:11]([C:19]3[CH:24]=[CH:23][CH:22]=[CH:21][C:20]=3[F:25])[C:10]=2[CH3:26])[CH:7]=1.C[Sn](C)(C)[C:35]1[CH:40]=[CH:39][N:38]=[C:37]([NH:41][C:42](=[O:44])[CH3:43])[N:36]=1.